Dataset: Forward reaction prediction with 1.9M reactions from USPTO patents (1976-2016). Task: Predict the product of the given reaction. (1) Given the reactants [C:1]1([S:7]([N:10]2[C:14]3=[N:15][CH:16]=[C:17]([O:19][CH3:20])[CH:18]=[C:13]3[CH:12]=[CH:11]2)(=[O:9])=[O:8])[CH:6]=[CH:5][CH:4]=[CH:3][CH:2]=1.C([Li])CCC.CCCCCC.[CH3:32][S:33][C:34]1[CH:41]=[CH:40][C:37]([CH:38]=[O:39])=[CH:36][C:35]=1[C:42]([F:45])([F:44])[F:43], predict the reaction product. The product is: [C:1]1([S:7]([N:10]2[C:14]3=[N:15][CH:16]=[C:17]([O:19][CH3:20])[CH:18]=[C:13]3[CH:12]=[C:11]2[CH:38]([C:37]2[CH:40]=[CH:41][C:34]([S:33][CH3:32])=[C:35]([C:42]([F:45])([F:44])[F:43])[CH:36]=2)[OH:39])(=[O:8])=[O:9])[CH:6]=[CH:5][CH:4]=[CH:3][CH:2]=1. (2) Given the reactants Br[C:2]1[C:3]2[N:4]([C:9]([C:19]3[CH:24]=[CH:23][N:22]=[C:21]([OH:25])[N:20]=3)=[C:10]([C:12]3[CH:17]=[CH:16][CH:15]=[C:14]([CH3:18])[N:13]=3)[N:11]=2)[CH:5]=[C:6]([CH3:8])[CH:7]=1.[N:26]1[CH:31]=[CH:30][CH:29]=[CH:28][C:27]=1[CH2:32][CH2:33][NH2:34].CC([O-])(C)C.[Na+].C1(P(C2CCCCC2)C2C=CC=CC=2C2C=CC=CC=2N(C)C)CCCCC1, predict the reaction product. The product is: [CH3:8][C:6]1[CH:7]=[C:2]([NH:34][CH2:33][CH2:32][C:27]2[CH:28]=[CH:29][CH:30]=[CH:31][N:26]=2)[C:3]2[N:4]([C:9]([C:19]3[CH:24]=[CH:23][N:22]=[C:21]([OH:25])[N:20]=3)=[C:10]([C:12]3[CH:17]=[CH:16][CH:15]=[C:14]([CH3:18])[N:13]=3)[N:11]=2)[CH:5]=1. (3) Given the reactants Cl.Cl.[O:3]1[C:11]2[CH:10]=[CH:9][N:8]=[CH:7][C:6]=2[C:5]([N:12]2[CH2:17][CH2:16][N:15]([CH2:18][CH2:19][C@H:20]3[CH2:25][CH2:24][C@H:23]([NH2:26])[CH2:22][CH2:21]3)[CH2:14][CH2:13]2)=[N:4]1.[CH3:27][C:28](O)=[O:29].CCN(C(C)C)C(C)C.CN(C(ON1N=NC2C=CC=CC1=2)=[N+](C)C)C.[B-](F)(F)(F)F, predict the reaction product. The product is: [O:3]1[C:11]2[CH:10]=[CH:9][N:8]=[CH:7][C:6]=2[C:5]([N:12]2[CH2:13][CH2:14][N:15]([CH2:18][CH2:19][C@H:20]3[CH2:25][CH2:24][C@H:23]([NH:26][C:28](=[O:29])[CH3:27])[CH2:22][CH2:21]3)[CH2:16][CH2:17]2)=[N:4]1. (4) Given the reactants [CH3:1][O-:2].[Na+].[NH2:4][C:5]1[CH:10]=[C:9]([CH2:11][N:12]2[C:17]([NH:18][C:19]3[CH:20]=[C:21]([CH:24]=[C:25]([CH3:27])[CH:26]=3)[C:22]#[N:23])=[C:16]([CH:28]([CH3:30])[CH3:29])[C:15](=[O:31])[NH:14][C:13]2=[O:32])[CH:8]=[C:7]([F:33])[N:6]=1.[Cl-].[NH4+].[CH3:36]O, predict the reaction product. The product is: [NH2:4][C:5]1[CH:10]=[C:9]([CH2:11][N:12]2[C:17]([N:18]([C:19]3[CH:26]=[C:25]([CH3:27])[CH:24]=[C:21]([C:22]#[N:23])[CH:20]=3)[C:1](=[O:2])[CH3:36])=[C:16]([CH:28]([CH3:30])[CH3:29])[C:15](=[O:31])[NH:14][C:13]2=[O:32])[CH:8]=[C:7]([F:33])[N:6]=1.